From a dataset of Catalyst prediction with 721,799 reactions and 888 catalyst types from USPTO. Predict which catalyst facilitates the given reaction. (1) Reactant: [NH2:1][C:2]1[CH:10]=[C:9]2[C:5]([C:6]([C:19]#[N:20])=[CH:7][N:8]2[C:11]2[CH:16]=[CH:15][C:14]([O:17][CH3:18])=[CH:13][CH:12]=2)=[CH:4][CH:3]=1.Cl[C:22]([O:24][CH2:25][CH2:26][CH3:27])=[O:23].C(N(CC)CC)C. Product: [CH2:25]([O:24][C:22](=[O:23])[NH:1][C:2]1[CH:10]=[C:9]2[C:5]([C:6]([C:19]#[N:20])=[CH:7][N:8]2[C:11]2[CH:12]=[CH:13][C:14]([O:17][CH3:18])=[CH:15][CH:16]=2)=[CH:4][CH:3]=1)[CH2:26][CH3:27]. The catalyst class is: 14. (2) Reactant: [CH3:1][C:2]1[CH2:7][N:6]([C:8]([O:10][CH2:11][CH2:12][Si:13]([CH3:16])([CH3:15])[CH3:14])=[O:9])[CH2:5][CH2:4][CH:3]=1.ClC1C=CC=C(C(OO)=[O:25])C=1. Product: [CH3:1][C:2]12[O:25][CH:3]1[CH2:4][CH2:5][N:6]([C:8]([O:10][CH2:11][CH2:12][Si:13]([CH3:15])([CH3:14])[CH3:16])=[O:9])[CH2:7]2. The catalyst class is: 4. (3) Reactant: [NH2:1][C:2]([C:4]1[CH:8]=[C:7]([C:9]2[C:14]([F:15])=[CH:13][C:12]([C:16]([OH:19])([CH3:18])[CH3:17])=[CH:11][C:10]=2[F:20])[S:6][C:5]=1[NH:21][C:22]1[CH:23]=[CH:24][C:25]2[N:26]([CH:28]=[C:29]([C:31](OCC)=[O:32])[N:30]=2)[N:27]=1)=[O:3].C[Al](C)C.Cl.[OH:41][CH:42]1[CH2:45][NH:44][CH2:43]1. Product: [F:15][C:14]1[CH:13]=[C:12]([C:16]([OH:19])([CH3:18])[CH3:17])[CH:11]=[C:10]([F:20])[C:9]=1[C:7]1[S:6][C:5]([NH:21][C:22]2[CH:23]=[CH:24][C:25]3[N:26]([CH:28]=[C:29]([C:31]([N:44]4[CH2:45][CH:42]([OH:41])[CH2:43]4)=[O:32])[N:30]=3)[N:27]=2)=[C:4]([C:2]([NH2:1])=[O:3])[CH:8]=1. The catalyst class is: 7. (4) Reactant: [CH3:1][C:2]1[C:10]2[C:9]([C:11]#[N:12])=[CH:8][CH:7]=[CH:6][C:5]=2[NH:4][CH:3]=1. Product: [CH3:1][C:2]1[C:10]2[C:5](=[CH:6][CH:7]=[CH:8][C:9]=2[CH2:11][NH2:12])[NH:4][CH:3]=1. The catalyst class is: 834. (5) Reactant: [F:1][C:2]1[CH:3]=[CH:4][C:5]([N+:17]([O-:19])=O)=[C:6]([NH:8][C:9](=[O:16])[CH2:10][C:11]([O:13][CH2:14][CH3:15])=[O:12])[CH:7]=1.CC(C)([O-])C.[K+].P([O-])([O-])([O-])=O.[K+].[K+].[K+]. Product: [F:1][C:2]1[CH:3]=[CH:4][C:5]2[C:6](=[N:8][C:9]([OH:16])=[C:10]([C:11]([O:13][CH2:14][CH3:15])=[O:12])[N+:17]=2[O-:19])[CH:7]=1. The catalyst class is: 9.